From a dataset of Full USPTO retrosynthesis dataset with 1.9M reactions from patents (1976-2016). Predict the reactants needed to synthesize the given product. (1) Given the product [C:37]([C:36]1[CH:40]=[CH:41][C:33]([C:9]2[CH:10]=[CH:11][C:12]3[O:16][C:15]([CH:17]4[CH2:18][CH2:19][N:20]([C:23]([O:25][C:26]([CH3:28])([CH3:27])[CH3:29])=[O:24])[CH2:21][CH2:22]4)=[N:14][C:13]=3[CH:30]=2)=[CH:34][C:35]=1[F:42])(=[O:38])[NH2:39], predict the reactants needed to synthesize it. The reactants are: CC1(C)C(C)(C)OB([C:9]2[CH:10]=[CH:11][C:12]3[O:16][C:15]([CH:17]4[CH2:22][CH2:21][N:20]([C:23]([O:25][C:26]([CH3:29])([CH3:28])[CH3:27])=[O:24])[CH2:19][CH2:18]4)=[N:14][C:13]=3[CH:30]=2)O1.Br[C:33]1[CH:41]=[CH:40][C:36]([C:37]([NH2:39])=[O:38])=[C:35]([F:42])[CH:34]=1. (2) Given the product [OH:5][CH2:6][CH2:7][CH2:8][C:9]1[CH:10]=[C:11]([OH:15])[CH:12]=[CH:13][CH:14]=1, predict the reactants needed to synthesize it. The reactants are: CS([O:5][CH2:6][CH2:7][CH2:8][C:9]1[CH:14]=[CH:13][CH:12]=[C:11]([O:15]S(C)(=O)=O)[CH:10]=1)(=O)=O.OC1C=C(CCC(O)=O)C=CC=1.O.